Dataset: Catalyst prediction with 721,799 reactions and 888 catalyst types from USPTO. Task: Predict which catalyst facilitates the given reaction. (1) Reactant: [NH2:1][C:2]1[C:9]([NH:10][C:11]2[CH:15]=[C:14]([CH:16]3[CH2:18][CH2:17]3)[NH:13][N:12]=2)=[CH:8][C:7]([NH:19][C@H:20]([C:22]2[CH:27]=[CH:26][C:25]([F:28])=[CH:24][CH:23]=2)[CH3:21])=[CH:6][C:3]=1[C:4]#[N:5].[C:29](O)(=O)C.C(N)=N.C(=O)(O)[O-].[Na+].CCOC(C)=O. Product: [CH:16]1([C:14]2[NH:13][N:12]=[C:11]([N:10]3[C:9]4[CH:8]=[C:7]([NH:19][C@H:20]([C:22]5[CH:23]=[CH:24][C:25]([F:28])=[CH:26][CH:27]=5)[CH3:21])[CH:6]=[C:3]([C:4]#[N:5])[C:2]=4[N:1]=[CH:29]3)[CH:15]=2)[CH2:18][CH2:17]1. The catalyst class is: 14. (2) Reactant: [Cl:1][C:2]1[CH:3]=[C:4]([CH:21]=O)[C:5]2[O:10][CH:9]([C:11]([F:14])([F:13])[F:12])[C:8]([C:15]([O:17][CH2:18][CH3:19])=[O:16])=[CH:7][C:6]=2[CH:20]=1.[C:23]1([NH2:30])[CH:28]=[CH:27][CH:26]=[CH:25][C:24]=1[NH2:29]. Product: [NH:29]1[C:24]2[CH:25]=[CH:26][CH:27]=[CH:28][C:23]=2[N:30]=[C:21]1[C:4]1[C:5]2[O:10][CH:9]([C:11]([F:12])([F:14])[F:13])[C:8]([C:15]([O:17][CH2:18][CH3:19])=[O:16])=[CH:7][C:6]=2[CH:20]=[C:2]([Cl:1])[CH:3]=1. The catalyst class is: 641. (3) Reactant: CN(C)[CH:3]=[O:4].[O:6]=[C:7]([CH3:14])[CH2:8][CH2:9][CH2:10][C:11](O)=[O:12].C(=O)([O-])[O-].[K+].[K+].CI. Product: [O:6]=[C:7]([CH3:14])[CH2:8][CH2:9][CH2:10][C:11]([O:4][CH3:3])=[O:12]. The catalyst class is: 6. (4) Reactant: [CH2:1]([CH:8]([C:15]([O-:17])=[O:16])[CH2:9][C@@H:10]([C:12]([O-:14])=O)[NH2:11])[C:2]1[CH:7]=[CH:6][CH:5]=[CH:4][CH:3]=1.ClC(Cl)([O:21][C:22](=O)[O:23]C(Cl)(Cl)Cl)Cl.N#N.CCCCCC. Product: [C:22]([NH:11][C@@H:10]1[C:12](=[O:14])[O:16][C:15](=[O:17])[CH:8]([CH2:1][C:2]2[CH:3]=[CH:4][CH:5]=[CH:6][CH:7]=2)[CH2:9]1)([OH:23])=[O:21]. The catalyst class is: 7. (5) Reactant: [F:1][C:2]1[CH:3]=[C:4]([CH2:9][C:10]([OH:12])=[O:11])[CH:5]=[CH:6][C:7]=1[OH:8].S(Cl)(Cl)=O.[CH3:17]O. Product: [F:1][C:2]1[CH:3]=[C:4]([CH2:9][C:10]([O:12][CH3:17])=[O:11])[CH:5]=[CH:6][C:7]=1[OH:8]. The catalyst class is: 13. (6) Reactant: [Cl:1][C:2]1[CH:7]=[CH:6][C:5]([C:8]2[N:9]=[C:10]([C:14]3[CH:19]=[CH:18][CH:17]=[CH:16][CH:15]=3)[S:11][C:12]=2[CH3:13])=[CH:4][CH:3]=1.[Br:20]N1C(=O)CCC1=O.N(C(C)(C)C#N)=NC(C)(C)C#N. Product: [Br:20][CH2:13][C:12]1[S:11][C:10]([C:14]2[CH:15]=[CH:16][CH:17]=[CH:18][CH:19]=2)=[N:9][C:8]=1[C:5]1[CH:4]=[CH:3][C:2]([Cl:1])=[CH:7][CH:6]=1. The catalyst class is: 53. (7) Reactant: [S:1]([OH:5])([OH:4])(=[O:3])=[O:2].CO[C:8](=[NH:10])[NH2:9].CO[C:13](=[NH:15])[NH2:14].[NH2:16][CH2:17][CH2:18][CH2:19][Si:20]([O:25][CH3:26])([O:23][CH3:24])[O:21][CH3:22]. Product: [S:1]([OH:5])([OH:4])(=[O:3])=[O:2].[NH:16]([CH2:17][CH2:18][CH2:19][Si:20]([O:25][CH3:26])([O:21][CH3:22])[O:23][CH3:24])[C:8]([NH2:9])=[NH:10].[NH:16]([CH2:17][CH2:18][CH2:19][Si:20]([O:25][CH3:26])([O:21][CH3:22])[O:23][CH3:24])[C:13]([NH2:14])=[NH:15]. The catalyst class is: 5.